Dataset: Catalyst prediction with 721,799 reactions and 888 catalyst types from USPTO. Task: Predict which catalyst facilitates the given reaction. (1) Reactant: [F:1][B-:2]1([F:84])[N:7]2[C:8]([CH3:12])=[CH:9][C:10]([CH3:11])=[C:6]2[CH:5]=[C:4]2[CH:13]=[CH:14][C:15]([CH2:16][CH2:17][CH2:18][CH2:19][C:20]([NH:22][CH2:23][CH2:24][O:25][CH2:26][CH2:27][O:28][CH2:29][CH2:30][NH:31][C:32]([O:34][CH:35]3[CH:47]=[CH:46][CH:45]([CH3:48])[CH:44]([C:49]([CH3:70])=[CH:50][CH:51]=[CH:52][CH:53]([CH3:69])[CH2:54][CH:55]4[O:68][CH:56]4[CH:57]([CH3:67])[CH:58]([O:61]C(OCC)C)[CH2:59][CH3:60])[O:43][C:41](=[O:42])[CH2:40][CH:39]([O:71]C(OCC)C)[CH2:38][CH2:37][C:36]3([O:78]C(OCC)C)[CH3:77])=[O:33])=[O:21])=[N+:3]12.C1(C)C=CC(S([O-])(=O)=O)=CC=1.[NH+]1C=CC=CC=1. Product: [F:84][B-:2]1([F:1])[N:7]2[C:8]([CH3:12])=[CH:9][C:10]([CH3:11])=[C:6]2[CH:5]=[C:4]2[CH:13]=[CH:14][C:15]([CH2:16][CH2:17][CH2:18][CH2:19][C:20]([NH:22][CH2:23][CH2:24][O:25][CH2:26][CH2:27][O:28][CH2:29][CH2:30][NH:31][C:32]([O:34][CH:35]3[CH:47]=[CH:46][CH:45]([CH3:48])[CH:44]([C:49]([CH3:70])=[CH:50][CH:51]=[CH:52][CH:53]([CH3:69])[CH2:54][CH:55]4[O:68][CH:56]4[CH:57]([CH3:67])[CH:58]([OH:61])[CH2:59][CH3:60])[O:43][C:41](=[O:42])[CH2:40][CH:39]([OH:71])[CH2:38][CH2:37][C:36]3([OH:78])[CH3:77])=[O:33])=[O:21])=[N+:3]12. The catalyst class is: 5. (2) The catalyst class is: 182. Reactant: [F:1][C:2]([F:7])([F:6])[C:3]([NH2:5])=[O:4].CC(C)([O-])C.[Na+].BrN1C(C)(C)C(=O)N(Br)C1=O.[CH2:25]([S:27][CH2:28][C:29]1[CH:34]=[CH:33][N:32]=[C:31]([NH:35][C:36]2[CH:41]=[C:40]([C:42]3[CH:47]=[CH:46][C:45]([F:48])=[CH:44][C:43]=3[O:49][CH3:50])[N:39]=[CH:38][N:37]=2)[CH:30]=1)[CH3:26].S([O-])([O-])=O.[Na+].[Na+]. Product: [CH2:25]([S:27]([CH2:28][C:29]1[CH:34]=[CH:33][N:32]=[C:31]([NH:35][C:36]2[CH:41]=[C:40]([C:42]3[CH:47]=[CH:46][C:45]([F:48])=[CH:44][C:43]=3[O:49][CH3:50])[N:39]=[CH:38][N:37]=2)[CH:30]=1)=[N:5][C:3](=[O:4])[C:2]([F:7])([F:6])[F:1])[CH3:26]. (3) Reactant: [C:1]([Si:5]([CH3:27])([CH3:26])[O:6][C@@H:7]([C@H:12]1[CH2:16][O:15][C:14]([CH3:18])([CH3:17])[N:13]1[C:19]([O:21][C:22]([CH3:25])([CH3:24])[CH3:23])=[O:20])[C@@H:8]([CH3:11])[CH2:9]O)([CH3:4])([CH3:3])[CH3:2].CC(OC(/N=N/C(OC(C)C)=O)=O)C.C1C=CC(P(C2C=CC=CC=2)C2C=CC=CC=2)=CC=1.C1C=CC(P([N:75]=[N+:76]=[N-:77])(C2C=CC=CC=2)=O)=CC=1. Product: [N:75]([CH2:9][C@H:8]([CH3:11])[C@H:7]([C@H:12]1[CH2:16][O:15][C:14]([CH3:18])([CH3:17])[N:13]1[C:19]([O:21][C:22]([CH3:25])([CH3:24])[CH3:23])=[O:20])[O:6][Si:5]([C:1]([CH3:4])([CH3:3])[CH3:2])([CH3:27])[CH3:26])=[N+:76]=[N-:77]. The catalyst class is: 1. (4) Reactant: Cl[CH2:2][C:3]([N:5]1[CH2:10][CH2:9][CH:8]([O:11][C:12]2[CH:17]=[CH:16][C:15]([Cl:18])=[CH:14][CH:13]=2)[CH2:7][CH2:6]1)=[O:4].[CH3:19][O:20][C:21]1[CH:27]=[CH:26][C:24]([NH2:25])=[CH:23][CH:22]=1. Product: [Cl:18][C:15]1[CH:16]=[CH:17][C:12]([O:11][CH:8]2[CH2:9][CH2:10][N:5]([C:3](=[O:4])[CH2:2][NH:25][C:24]3[CH:26]=[CH:27][C:21]([O:20][CH3:19])=[CH:22][CH:23]=3)[CH2:6][CH2:7]2)=[CH:13][CH:14]=1. The catalyst class is: 27. (5) Reactant: [NH2:1][C:2]1[C:10]2[C:5](=[C:6](/[CH:20]=[CH:21]/[C:22]([N:24]([CH3:26])[CH3:25])=[O:23])[CH:7]=[CH:8][C:9]=2[C:11]2[CH:16]=[CH:15][C:14]([N+:17]([O-])=O)=[CH:13][CH:12]=2)[NH:4][N:3]=1.CO.C1COCC1.[NH4+].[Cl-]. Product: [NH2:1][C:2]1[C:10]2[C:5](=[C:6](/[CH:20]=[CH:21]/[C:22]([N:24]([CH3:26])[CH3:25])=[O:23])[CH:7]=[CH:8][C:9]=2[C:11]2[CH:12]=[CH:13][C:14]([NH2:17])=[CH:15][CH:16]=2)[NH:4][N:3]=1. The catalyst class is: 186. (6) Reactant: C(N(C(C)C)CC)(C)C.C([Li])CCC.[O:15]1[C:19]2([CH2:24][CH2:23][CH:22]([C:25]([O:27][CH2:28][CH3:29])=[O:26])[CH2:21][CH2:20]2)[O:18][CH2:17][CH2:16]1.[C:30]1([Se:36]Br)[CH:35]=[CH:34][CH:33]=[CH:32][CH:31]=1. Product: [C:30]1([Se:36][C:22]2([C:25]([O:27][CH2:28][CH3:29])=[O:26])[CH2:23][CH2:24][C:19]3([O:18][CH2:17][CH2:16][O:15]3)[CH2:20][CH2:21]2)[CH:35]=[CH:34][CH:33]=[CH:32][CH:31]=1. The catalyst class is: 7. (7) Reactant: C[Si]([C:5]#[C:6][C:7]1[CH:12]=[CH:11][C:10]([C:13](=[O:15])[CH3:14])=[CH:9][CH:8]=1)(C)C.[OH-].[K+].CC(O)=O. Product: [C:6]([C:7]1[CH:12]=[CH:11][C:10]([C:13](=[O:15])[CH3:14])=[CH:9][CH:8]=1)#[CH:5]. The catalyst class is: 5.